This data is from Full USPTO retrosynthesis dataset with 1.9M reactions from patents (1976-2016). The task is: Predict the reactants needed to synthesize the given product. (1) Given the product [N:11]1[CH:12]=[CH:13][C:8]([C:26]2[CH:25]=[C:24]([C:23]([F:33])([F:32])[F:22])[CH:29]=[CH:28][C:27]=2[OH:31])=[CH:9][N:10]=1, predict the reactants needed to synthesize it. The reactants are: [F-].[Cs+].C([Sn](CCCC)(CCCC)[C:8]1[CH:13]=[CH:12][N:11]=[N:10][CH:9]=1)CCC.[F:22][C:23]([F:33])([F:32])[C:24]1[CH:29]=[C:28](I)[C:27]([OH:31])=[CH:26][CH:25]=1. (2) The reactants are: [NH2:1][C:2]1[N:3]=[C:4]([C:17]2[C:22]([OH:23])=[CH:21][C:20]([Cl:24])=[CH:19][C:18]=2[Cl:25])[C:5]2[CH2:10][N:9]([C:11]([NH:13][CH:14]3[CH2:16][CH2:15]3)=[O:12])[CH2:8][C:6]=2[N:7]=1.C1(N)CC1.C1(N)CCC1.C(=O)([O-])[O-].[K+].[K+].Br[CH2:42][CH2:43][Cl:44]. Given the product [NH2:1][C:2]1[N:3]=[C:4]([C:17]2[C:22]([O:23][CH2:42][CH2:43][Cl:44])=[CH:21][C:20]([Cl:24])=[CH:19][C:18]=2[Cl:25])[C:5]2[CH2:10][N:9]([C:11]([NH:13][CH:14]3[CH2:15][CH2:16]3)=[O:12])[CH2:8][C:6]=2[N:7]=1, predict the reactants needed to synthesize it.